Dataset: Retrosynthesis with 50K atom-mapped reactions and 10 reaction types from USPTO. Task: Predict the reactants needed to synthesize the given product. (1) Given the product COc1cc2nc(-c3ccc(CC(=O)Nc4cc(C5(C(F)(F)F)CC5)on4)c(F)c3)cnc2cc1OCCCl, predict the reactants needed to synthesize it. The reactants are: COc1cc2nc(-c3ccc(CC(=O)Nc4cc(C5(C(F)(F)F)CC5)on4)c(F)c3)cnc2cc1O.ClCCBr. (2) Given the product COc1cc(CC(=O)Nc2ccc3cnn(CCN4CCCC4)c3c2)ccc1OCc1ccccc1, predict the reactants needed to synthesize it. The reactants are: COc1cc(CC(=O)O)ccc1OCc1ccccc1.Nc1ccc2cnn(CCN3CCCC3)c2c1. (3) Given the product Nc1ccnc(N2CCCC2)c1, predict the reactants needed to synthesize it. The reactants are: O=[N+]([O-])c1ccnc(N2CCCC2)c1. (4) Given the product CCOC(=O)CNC1CCCCC1, predict the reactants needed to synthesize it. The reactants are: CCOC(=O)CN.O=C1CCCCC1. (5) Given the product CC1=COC(C)(CO)CC1, predict the reactants needed to synthesize it. The reactants are: CC1=COC(C)(C=O)CC1.